Dataset: Forward reaction prediction with 1.9M reactions from USPTO patents (1976-2016). Task: Predict the product of the given reaction. (1) Given the reactants Cl[C:2]1[CH:11]=[CH:10][N:9]=[C:8]2[C:3]=1[CH:4]=[CH:5][C:6]([CH3:12])=[N:7]2.[NH2:13][C:14]1[CH:19]=[C:18]([O:20][CH2:21][C:22]2[CH:27]=[CH:26][CH:25]=[C:24]([Cl:28])[CH:23]=2)[CH:17]=[CH:16][C:15]=1[S:29][C:30]1[CH:35]=[CH:34][C:33]([OH:36])=[CH:32][CH:31]=1, predict the reaction product. The product is: [Cl:28][C:24]1[CH:23]=[C:22]([CH:27]=[CH:26][CH:25]=1)[CH2:21][O:20][C:18]1[CH:17]=[CH:16][C:15]([S:29][C:30]2[CH:35]=[CH:34][C:33]([OH:36])=[CH:32][CH:31]=2)=[C:14]([NH:13][C:2]2[C:3]3[C:8](=[N:7][C:6]([CH3:12])=[CH:5][CH:4]=3)[N:9]=[CH:10][CH:11]=2)[CH:19]=1. (2) Given the reactants Br[C:2]1[S:3][C:4]([S:17](=[O:25])(=[O:24])[NH:18][CH2:19][CH:20]([OH:23])[CH2:21][OH:22])=[CH:5][C:6]=1[C:7]1[S:11][C:10]([NH:12][C:13](=[O:15])[CH3:14])=[N:9][C:8]=1[CH3:16].C([Li])CCC, predict the reaction product. The product is: [OH:23][CH:20]([CH2:21][OH:22])[CH2:19][NH:18][S:17]([C:4]1[S:3][CH:2]=[C:6]([C:7]2[S:11][C:10]([NH:12][C:13](=[O:15])[CH3:14])=[N:9][C:8]=2[CH3:16])[CH:5]=1)(=[O:25])=[O:24]. (3) Given the reactants [NH:1]1[CH:6]=[CH:5][C:4](=[O:7])[C:3]2=[CH:8][CH:9]=[CH:10][N:2]12.[Si:11](Cl)([C:14]([CH3:17])([CH3:16])[CH3:15])([CH3:13])[CH3:12].C(N(CC)CC)C, predict the reaction product. The product is: [Si:11]([O:7][C:4]1[C:3]2[N:2]([CH:10]=[CH:9][CH:8]=2)[N:1]=[CH:6][CH:5]=1)([C:14]([CH3:17])([CH3:16])[CH3:15])([CH3:13])[CH3:12].